Dataset: Full USPTO retrosynthesis dataset with 1.9M reactions from patents (1976-2016). Task: Predict the reactants needed to synthesize the given product. (1) The reactants are: [Br:1][C:2]1[CH:7]=[CH:6][N:5]=[C:4]([C:8](=[O:16])[CH2:9][CH2:10][CH:11](OC)[O:12]C)[CH:3]=1.FC(F)(F)C(O)=O. Given the product [Br:1][C:2]1[CH:7]=[CH:6][N:5]=[C:4]([C:8](=[O:16])[CH2:9][CH2:10][CH:11]=[O:12])[CH:3]=1, predict the reactants needed to synthesize it. (2) Given the product [NH2:1][C:2]1[O:6][N:5]=[C:4]([C:7]2[CH:12]=[CH:11][CH:10]=[CH:9][C:8]=2[F:13])[C:3]=1[C:14]([N:39]1[CH2:38][CH2:37][N:36]([C:33]2[CH:32]=[CH:31][C:30]([F:29])=[CH:35][CH:34]=2)[CH2:41][CH2:40]1)=[O:16], predict the reactants needed to synthesize it. The reactants are: [NH2:1][C:2]1[O:6][N:5]=[C:4]([C:7]2[CH:12]=[CH:11][CH:10]=[CH:9][C:8]=2[F:13])[C:3]=1[C:14]([OH:16])=O.Cl.C(N=C=NCCCN(C)C)C.[F:29][C:30]1[CH:35]=[CH:34][C:33]([N:36]2[CH2:41][CH2:40][NH:39][CH2:38][CH2:37]2)=[CH:32][CH:31]=1. (3) Given the product [N:46]1([CH2:45][O:25][C:24]([C:11]2[CH:12]=[N:13][C:14]3[C:19]([C:10]=2[NH:9][C:6]2[CH:7]=[CH:8][C:3]([O:2][CH3:1])=[CH:4][CH:5]=2)=[CH:18][C:17]([C:20](=[O:23])[NH:21][CH3:22])=[CH:16][CH:15]=3)=[O:26])[CH:50]=[CH:49][N:48]=[CH:47]1, predict the reactants needed to synthesize it. The reactants are: [CH3:1][O:2][C:3]1[CH:8]=[CH:7][C:6]([NH:9][C:10]2[C:19]3[C:14](=[CH:15][CH:16]=[C:17]([C:20](=[O:23])[NH:21][CH3:22])[CH:18]=3)[N:13]=[CH:12][C:11]=2[C:24]([OH:26])=[O:25])=[CH:5][CH:4]=1.OC1C2N=NNC=2C=CC=1.C(N(CC)CC)C.O[CH2:45][N:46]1[CH:50]=[CH:49][N:48]=[CH:47]1. (4) The reactants are: [Cl:1][C:2]1[N:3]=[CH:4][N:5]([C:7]2[CH:12]=[CH:11][C:10]([NH:13][C:14]3[N:15]=[C:16]([NH:30][CH3:31])[C:17]4[CH2:22][CH2:21][CH:20]([C:23]5[CH:28]=[CH:27][C:26]([Cl:29])=[CH:25][CH:24]=5)[C:18]=4[N:19]=3)=[CH:9][C:8]=2[O:32][CH3:33])[CH:6]=1.CO.CO.C(Cl)(Cl)Cl. Given the product [Cl:1][C:2]1[N:3]=[CH:4][N:5]([C:7]2[CH:12]=[CH:11][C:10]([NH:13][C:14]3[N:15]=[C:16]([NH:30][CH3:31])[C:17]4[CH2:22][CH2:21][C@H:20]([C:23]5[CH:28]=[CH:27][C:26]([Cl:29])=[CH:25][CH:24]=5)[C:18]=4[N:19]=3)=[CH:9][C:8]=2[O:32][CH3:33])[CH:6]=1, predict the reactants needed to synthesize it. (5) Given the product [C:1]([C:8]1[CH:32]=[CH:31][CH:30]=[CH:29][C:9]=1[CH2:10][C@@H:11]([C:13]([C:15]1[CH:20]=[C:19]([CH3:21])[CH:18]=[C:17]([CH3:22])[C:16]=1[C:23]([CH3:27])([CH3:28])[CH2:24][C:25]([OH:39])=[O:26])=[O:14])[NH2:12])([O:3][C:4]([CH3:7])([CH3:5])[CH3:6])=[O:2], predict the reactants needed to synthesize it. The reactants are: [C:1]([C:8]1[CH:32]=[CH:31][CH:30]=[CH:29][C:9]=1[CH2:10][C@@H:11]([C:13]([C:15]1[CH:20]=[C:19]([CH3:21])[CH:18]=[C:17]([CH3:22])[C:16]=1[C:23]([CH3:28])([CH3:27])[CH2:24][CH2:25][OH:26])=[O:14])[NH2:12])([O:3][C:4]([CH3:7])([CH3:6])[CH3:5])=[O:2].C1C=C[NH+]=CC=1.[O-:39][Cr](Cl)(=O)=O.Cl([O-])=O.[Na+].S([O-])([O-])=O.[Na+].[Na+].OCl.OO.Cl. (6) Given the product [Br:1][C:2]1[C:11]2[CH2:10][CH2:9][CH2:8][C@@H:7]([NH:12][C:13](=[O:15])[CH3:14])[C:6]=2[CH:5]=[N:4][CH:3]=1, predict the reactants needed to synthesize it. The reactants are: [Br:1][C:2]1[C:11]2[CH2:10][CH2:9][CH2:8][C@@H:7]([NH2:12])[C:6]=2[CH:5]=[N:4][CH:3]=1.[C:13](O)(=[O:15])[CH3:14].